Dataset: Full USPTO retrosynthesis dataset with 1.9M reactions from patents (1976-2016). Task: Predict the reactants needed to synthesize the given product. (1) Given the product [F:55][C:43]([F:42])([F:54])[C:44]1[CH:45]=[CH:46][C:47]([S:50]([O:1][C:2]2[CH:10]=[CH:9][C:8]([C:11]3[N:12]([C:27]([O:29][C:30]([CH3:31])([CH3:33])[CH3:32])=[O:28])[C:13]4[C:18]([CH:19]=3)=[CH:17][C:16]([CH2:20][N:21]3[CH2:26][CH2:25][CH2:24][CH2:23][CH2:22]3)=[CH:15][CH:14]=4)=[C:7]3[C:3]=2[CH2:4][NH:5][C:6]3=[O:34])(=[O:52])=[O:51])=[CH:48][CH:49]=1, predict the reactants needed to synthesize it. The reactants are: [OH:1][C:2]1[CH:10]=[CH:9][C:8]([C:11]2[N:12]([C:27]([O:29][C:30]([CH3:33])([CH3:32])[CH3:31])=[O:28])[C:13]3[C:18]([CH:19]=2)=[CH:17][C:16]([CH2:20][N:21]2[CH2:26][CH2:25][CH2:24][CH2:23][CH2:22]2)=[CH:15][CH:14]=3)=[C:7]2[C:3]=1[CH2:4][NH:5][C:6]2=[O:34].C(N(CC)CC)C.[F:42][C:43]([F:55])([F:54])[C:44]1[CH:49]=[CH:48][C:47]([S:50](Cl)(=[O:52])=[O:51])=[CH:46][CH:45]=1. (2) Given the product [CH2:1]([N:8]1[CH2:13][CH2:12][O:11][CH:10]([C:14]2[CH:15]=[CH:16][C:17]([O:20][CH2:24][CH2:25][CH2:26][CH2:27][CH2:28][CH3:29])=[CH:18][CH:19]=2)[CH2:9]1)[C:2]1[CH:3]=[CH:4][CH:5]=[CH:6][CH:7]=1, predict the reactants needed to synthesize it. The reactants are: [CH2:1]([N:8]1[CH2:13][CH2:12][O:11][CH:10]([C:14]2[CH:19]=[CH:18][C:17]([OH:20])=[CH:16][CH:15]=2)[CH2:9]1)[C:2]1[CH:7]=[CH:6][CH:5]=[CH:4][CH:3]=1.[OH-].[K+].Br[CH2:24][CH2:25][CH2:26][CH2:27][CH2:28][CH3:29]. (3) The reactants are: [CH3:1][O:2][C:3]1[CH:8]=[C:7]([O:9][CH3:10])[CH:6]=[CH:5][C:4]=1[C:11](=[O:23])[CH2:12][C:13]1[CH:18]=[CH:17][C:16]([O:19][CH3:20])=[C:15]([O:21][CH3:22])[CH:14]=1.C=O.Cl.[CH3:27]NC.C(=O)([O-])[O-].[Na+].[Na+]. Given the product [CH3:1][O:2][C:3]1[CH:8]=[C:7]([O:9][CH3:10])[CH:6]=[CH:5][C:4]=1[C:11](=[O:23])[C:12]([C:13]1[CH:18]=[CH:17][C:16]([O:19][CH3:20])=[C:15]([O:21][CH3:22])[CH:14]=1)=[CH2:27], predict the reactants needed to synthesize it. (4) Given the product [Br:9][C:5]1[CH:4]=[C:3]([O:10][CH2:18][CH2:19][CH2:20][CH2:21][CH2:22][CH2:23][Br:24])[C:2]([Br:1])=[CH:7][C:6]=1[O:14][CH2:11][CH2:6][CH2:5][CH2:4][CH2:3][CH2:2][Br:1], predict the reactants needed to synthesize it. The reactants are: [Br:1][C:2]1[CH:7]=[C:6](O)[C:5]([Br:9])=[CH:4][C:3]=1[OH:10].[C:11]([O-:14])([O-])=O.[K+].[K+].Br[CH2:18][CH2:19][CH2:20][CH2:21][CH2:22][CH2:23][Br:24]. (5) Given the product [OH:9][C:10]1[CH:11]=[CH:12][C:13]([C:14]([O:16][CH2:17][CH:18]2[CH2:22][O:21][C:20]([CH3:24])([CH3:23])[O:19]2)=[O:15])=[CH:25][CH:26]=1, predict the reactants needed to synthesize it. The reactants are: C([O-])(=O)C.[NH4+].C([O:9][C:10]1[CH:26]=[CH:25][C:13]([C:14]([O:16][CH2:17][CH:18]2[CH2:22][O:21][C:20]([CH3:24])([CH3:23])[O:19]2)=[O:15])=[CH:12][CH:11]=1)(=O)C. (6) Given the product [CH3:1][C:2]1[C:23]([N:24]2[C:28]3[CH:29]=[CH:30][C:31]([C:33]([F:35])([F:34])[F:36])=[CH:32][C:27]=3[N:26]=[C:25]2[CH3:37])=[CH:22][CH:21]=[CH:20][C:3]=1[CH2:4][NH:5][C:6]1[CH:19]=[CH:18][C:9]2[C@H:10]([CH2:13][C:14]([OH:16])=[O:15])[CH2:11][O:12][C:8]=2[CH:7]=1, predict the reactants needed to synthesize it. The reactants are: [CH3:1][C:2]1[C:23]([N:24]2[C:28]3[CH:29]=[CH:30][C:31]([C:33]([F:36])([F:35])[F:34])=[CH:32][C:27]=3[N:26]=[C:25]2[CH3:37])=[CH:22][CH:21]=[CH:20][C:3]=1[CH2:4][NH:5][C:6]1[CH:19]=[CH:18][C:9]2[C@H:10]([CH2:13][C:14]([O:16]C)=[O:15])[CH2:11][O:12][C:8]=2[CH:7]=1.[OH-].[Na+]. (7) Given the product [C:1]([C:5]1[N:10]=[CH:9][C:8]([C:11]2[N:12]([C:32]([N:34]3[CH2:39][CH2:38][CH:37]([CH2:40][C:41]([N:48]([CH3:47])[C:49]4[CH:50]=[C:51]([CH3:55])[CH:52]=[CH:53][CH:54]=4)=[O:42])[CH2:36][CH2:35]3)=[O:33])[C@@:13]([C:25]3[CH:30]=[CH:29][C:28]([Cl:31])=[CH:27][CH:26]=3)([CH3:24])[C@@:14]([C:17]3[CH:22]=[CH:21][C:20]([Cl:23])=[CH:19][CH:18]=3)([CH3:16])[N:15]=2)=[C:7]([O:44][CH2:45][CH3:46])[CH:6]=1)([CH3:4])([CH3:2])[CH3:3], predict the reactants needed to synthesize it. The reactants are: [C:1]([C:5]1[N:10]=[CH:9][C:8]([C:11]2[N:12]([C:32]([N:34]3[CH2:39][CH2:38][CH:37]([CH2:40][C:41](O)=[O:42])[CH2:36][CH2:35]3)=[O:33])[C@@:13]([C:25]3[CH:30]=[CH:29][C:28]([Cl:31])=[CH:27][CH:26]=3)([CH3:24])[C@@:14]([C:17]3[CH:22]=[CH:21][C:20]([Cl:23])=[CH:19][CH:18]=3)([CH3:16])[N:15]=2)=[C:7]([O:44][CH2:45][CH3:46])[CH:6]=1)([CH3:4])([CH3:3])[CH3:2].[CH3:47][NH:48][C:49]1[CH:50]=[C:51]([CH3:55])[CH:52]=[CH:53][CH:54]=1. (8) Given the product [C:1]1([C:7]([NH:10][C:11]2[O:12][C:13]([C:16]3[CH:17]=[C:18]4[C:22](=[CH:23][CH:24]=3)[N:21]([S:25]([C:28]3[CH:34]=[CH:33][C:31]([CH3:32])=[CH:30][CH:29]=3)(=[O:26])=[O:27])[CH:20]=[C:19]4[C:45]3[N:50]=[CH:49][CH:48]=[CH:47][N:46]=3)=[N:14][N:15]=2)([CH3:8])[CH3:9])[CH:2]=[CH:3][CH:4]=[CH:5][CH:6]=1, predict the reactants needed to synthesize it. The reactants are: [C:1]1([C:7]([NH:10][C:11]2[O:12][C:13]([C:16]3[CH:17]=[C:18]4[C:22](=[CH:23][CH:24]=3)[N:21]([S:25]([C:28]3[CH:34]=[CH:33][C:31]([CH3:32])=[CH:30][CH:29]=3)(=[O:27])=[O:26])[CH:20]=[C:19]4B3OC(C)(C)C(C)(C)O3)=[N:14][N:15]=2)([CH3:9])[CH3:8])[CH:6]=[CH:5][CH:4]=[CH:3][CH:2]=1.Br[C:45]1[N:50]=[CH:49][CH:48]=[CH:47][N:46]=1.P([O-])([O-])([O-])=O.[K+].[K+].[K+].C1(P(C2CCCCC2)C2C=CC=CC=2C2C(C(C)C)=CC(C(C)C)=CC=2C(C)C)CCCCC1.